This data is from Full USPTO retrosynthesis dataset with 1.9M reactions from patents (1976-2016). The task is: Predict the reactants needed to synthesize the given product. (1) The reactants are: [C:1]([C:3]1[CH:4]=[C:5]([C:13]2[O:17][N:16]=[C:15]([C:18]3[CH:19]=[CH:20][C:21]([F:34])=[C:22]4[C:26]=3[NH:25][CH:24]=[C:23]4[CH2:27][CH2:28][C:29]([O:31][CH2:32][CH3:33])=[O:30])[N:14]=2)[CH:6]=[CH:7][C:8]=1[O:9][CH:10]([CH3:12])[CH3:11])#[N:2].I[CH3:36].[OH-].[K+]. Given the product [C:1]([C:3]1[CH:4]=[C:5]([C:13]2[O:17][N:16]=[C:15]([C:18]3[CH:19]=[CH:20][C:21]([F:34])=[C:22]4[C:26]=3[N:25]([CH3:36])[CH:24]=[C:23]4[CH2:27][CH2:28][C:29]([O:31][CH2:32][CH3:33])=[O:30])[N:14]=2)[CH:6]=[CH:7][C:8]=1[O:9][CH:10]([CH3:11])[CH3:12])#[N:2], predict the reactants needed to synthesize it. (2) The reactants are: [CH3:1][O:2][C:3]1[CH:20]=[CH:19][C:6]([CH2:7][N:8]2[C:12]3=[N:13][CH:14]=[CH:15][C:16](Cl)=[C:11]3[C:10]([I:18])=[N:9]2)=[CH:5][CH:4]=1.C([O-])(=[O:23])C.[Cs+].CN(C=O)C. Given the product [CH3:1][O:2][C:3]1[CH:20]=[CH:19][C:6]([CH2:7][N:8]2[C:12]3[N:13]=[CH:14][CH:15]=[C:16]([OH:23])[C:11]=3[C:10]([I:18])=[N:9]2)=[CH:5][CH:4]=1, predict the reactants needed to synthesize it.